From a dataset of Peptide-MHC class I binding affinity with 185,985 pairs from IEDB/IMGT. Regression. Given a peptide amino acid sequence and an MHC pseudo amino acid sequence, predict their binding affinity value. This is MHC class I binding data. (1) The peptide sequence is VTTLFRPL. The MHC is H-2-Db with pseudo-sequence H-2-Db. The binding affinity (normalized) is 0.137. (2) The peptide sequence is NLFSKNILK. The MHC is HLA-A31:01 with pseudo-sequence HLA-A31:01. The binding affinity (normalized) is 0.404. (3) The peptide sequence is TMEAMRIMGI. The MHC is HLA-A68:02 with pseudo-sequence HLA-A68:02. The binding affinity (normalized) is 0.715. (4) The peptide sequence is MLFTSTNDK. The MHC is HLA-A11:01 with pseudo-sequence HLA-A11:01. The binding affinity (normalized) is 0.723. (5) The binding affinity (normalized) is 0.0847. The peptide sequence is HQKKNEISF. The MHC is HLA-A80:01 with pseudo-sequence HLA-A80:01.